This data is from Full USPTO retrosynthesis dataset with 1.9M reactions from patents (1976-2016). The task is: Predict the reactants needed to synthesize the given product. (1) Given the product [Cl:15][C:16]1[CH:17]=[C:18]([NH:19][C:5]([C:6]2[CH:7]=[CH:8][CH:9]=[CH:10][CH:11]=2)=[CH:4][C:3](=[O:12])[C:2]([F:13])([F:14])[F:1])[CH:20]=[CH:21][CH:22]=1, predict the reactants needed to synthesize it. The reactants are: [F:1][C:2]([F:14])([F:13])[C:3](=[O:12])[C:4]#[C:5][C:6]1[CH:11]=[CH:10][CH:9]=[CH:8][CH:7]=1.[Cl:15][C:16]1[CH:17]=[C:18]([CH:20]=[CH:21][CH:22]=1)[NH2:19]. (2) Given the product [CH3:5][N:4]([CH3:6])[CH:3]=[N:12][C:11]1[CH:13]=[C:14]([CH3:23])[C:15]([C:17]#[C:18][Si:19]([CH3:21])([CH3:20])[CH3:22])=[CH:16][C:10]=1[CH3:9], predict the reactants needed to synthesize it. The reactants are: CO[CH:3](OC)[N:4]([CH3:6])[CH3:5].[CH3:9][C:10]1[CH:16]=[C:15]([C:17]#[C:18][Si:19]([CH3:22])([CH3:21])[CH3:20])[C:14]([CH3:23])=[CH:13][C:11]=1[NH2:12]. (3) Given the product [NH2:15][CH:16]([C:21]([C:23]1[CH:24]=[CH:25][C:26]([O:29][CH3:30])=[CH:27][CH:28]=1)=[O:22])[C:17]([O:19][CH3:20])=[O:18], predict the reactants needed to synthesize it. The reactants are: Cl.CCOC(C)=O.C(OC([NH:15][CH:16]([C:21]([C:23]1[CH:28]=[CH:27][C:26]([O:29][CH3:30])=[CH:25][CH:24]=1)=[O:22])[C:17]([O:19][CH3:20])=[O:18])=O)(C)(C)C. (4) Given the product [Cl:1][C:2]1[C:3]([CH2:12][O:13][C:14]2[CH:23]=[C:22]3[C:17]([CH2:18][CH2:19][C:20]([CH3:25])([CH3:24])[O:21]3)=[CH:16][CH:15]=2)=[CH:4][C:5]([F:11])=[C:6]([CH:10]=1)[C:7]([NH:29][S:28](=[O:31])(=[O:30])[N:27]([CH3:32])[CH3:26])=[O:8], predict the reactants needed to synthesize it. The reactants are: [Cl:1][C:2]1[C:3]([CH2:12][O:13][C:14]2[CH:23]=[C:22]3[C:17]([CH2:18][CH2:19][C:20]([CH3:25])([CH3:24])[O:21]3)=[CH:16][CH:15]=2)=[CH:4][C:5]([F:11])=[C:6]([CH:10]=1)[C:7](O)=[O:8].[CH3:26][N:27]([CH3:32])[S:28](=[O:31])(=[O:30])[NH2:29].C(N(CC)C(C)C)(C)C.F[P-](F)(F)(F)(F)F.N1(OC(N(C)C)=[N+](C)C)C2N=CC=CC=2N=N1. (5) The reactants are: C([O:3][C:4]([C@@H:6]1[CH2:14][C:13]2[C:8](=[CH:9][CH:10]=[CH:11][CH:12]=2)[N:7]1[C:15](=[O:33])[CH2:16][NH:17][C:18](=[O:32])[C@@H:19]([NH:24][C:25]([O:27][C:28]([CH3:31])([CH3:30])[CH3:29])=[O:26])[C@@H:20]([CH3:23])[CH2:21][CH3:22])=[O:5])C.O[Li].O. Given the product [C:28]([O:27][C:25]([NH:24][C@@H:19]([C@@H:20]([CH3:23])[CH2:21][CH3:22])[C:18]([NH:17][CH2:16][C:15]([N:7]1[C:8]2[C:13](=[CH:12][CH:11]=[CH:10][CH:9]=2)[CH2:14][C@H:6]1[C:4]([OH:5])=[O:3])=[O:33])=[O:32])=[O:26])([CH3:31])([CH3:30])[CH3:29], predict the reactants needed to synthesize it. (6) Given the product [C:29]([CH2:30][CH:9]([C:6]1[CH:7]=[N:8][C:3]([O:2][CH3:1])=[N:4][CH:5]=1)[CH2:15][C:14]([OH:13])=[O:19])([OH:31])=[O:26], predict the reactants needed to synthesize it. The reactants are: [CH3:1][O:2][C:3]1[N:8]=[CH:7][C:6]([CH:9]=O)=[CH:5][N:4]=1.C([O:13][C:14](=[O:19])[CH2:15]C(C)=O)C.N1CCCCC1.[OH-:26].[Na+].C[CH:29]([OH:31])[CH3:30]. (7) Given the product [NH3:6].[Cl:1][C:2]1[CH:13]=[CH:12][C:5]2[NH:6][C:7]([C:9]([N:15]3[CH2:16][C@@H:17]4[C@@H:18]([CH2:19][NH:20][CH2:21]4)[CH2:14]3)=[O:11])=[N:8][C:4]=2[CH:3]=1, predict the reactants needed to synthesize it. The reactants are: [Cl:1][C:2]1[CH:13]=[CH:12][C:5]2[NH:6][C:7]([C:9]([OH:11])=O)=[N:8][C:4]=2[CH:3]=1.[CH2:14]1[C@@H:18]2[CH2:19][NH:20][CH2:21][C@@H:17]2[CH2:16][N:15]1C(OC(C)(C)C)=O. (8) The reactants are: [NH:1]1[CH2:5][CH2:4][CH2:3][CH2:2]1.Br[C:7]1[CH:12]=[C:11]([Cl:13])[N:10]=[N:9][C:8]=1[Cl:14].C(=O)([O-])[O-].[K+].[K+].O. Given the product [Cl:14][C:8]1[N:9]=[N:10][C:11]([Cl:13])=[CH:12][C:7]=1[N:1]1[CH2:5][CH2:4][CH2:3][CH2:2]1, predict the reactants needed to synthesize it.